This data is from Full USPTO retrosynthesis dataset with 1.9M reactions from patents (1976-2016). The task is: Predict the reactants needed to synthesize the given product. (1) Given the product [CH2:13]([C@H:9]1[NH:8][C:1](=[O:3])[CH2:15][N:17]([CH2:22][C:23]2[CH:28]=[CH:27][CH:26]=[CH:25][CH:24]=2)[C:10]1=[O:12])[CH3:14], predict the reactants needed to synthesize it. The reactants are: [C:1]([NH:8][C@H:9]([CH2:13][CH3:14])[C:10]([OH:12])=O)([O:3]C(C)(C)C)=O.[CH2:15]([N:17]([CH2:22][C:23]1[CH:28]=[CH:27][CH:26]=[CH:25][CH:24]=1)CC(O)=O)C.C1(N=C=NC2CCCCC2)CCCCC1. (2) Given the product [Cl:27][C:25]1[N:26]=[C:22]([C:20]([NH:19][CH:17]2[CH2:16][N:15]([C:9]3[S:10][C:11]([C:12]([OH:14])=[O:13])=[C:7]([CH2:3][CH2:4][CH3:5])[N:8]=3)[CH2:18]2)=[O:21])[NH:23][C:24]=1[CH2:28][CH3:29], predict the reactants needed to synthesize it. The reactants are: [OH-].[Li+].[CH2:3]([C:7]1[N:8]=[C:9]([N:15]2[CH2:18][CH:17]([NH:19][C:20]([C:22]3[NH:23][C:24]([CH2:28][CH3:29])=[C:25]([Cl:27])[N:26]=3)=[O:21])[CH2:16]2)[S:10][C:11]=1[C:12]([OH:14])=[O:13])[CH2:4][CH2:5]C.O. (3) Given the product [F:38][C:21]1[CH:20]=[C:19]([NH:18][C:10]2[N:9]=[C:8]([CH2:7][CH2:6][C:5]3[CH:39]=[CH:40][CH:41]=[CH:42][C:4]=3[CH2:3][C:2]([NH2:1])=[O:43])[C:13]([C:14]([F:17])([F:15])[F:16])=[CH:12][N:11]=2)[CH:24]=[CH:23][C:22]=1[CH:25]1[CH2:26][CH2:27][NH:28][CH2:29][CH2:30]1, predict the reactants needed to synthesize it. The reactants are: [NH2:1][C:2](=[O:43])[CH2:3][C:4]1[CH:42]=[CH:41][CH:40]=[CH:39][C:5]=1[CH2:6][CH2:7][C:8]1[C:13]([C:14]([F:17])([F:16])[F:15])=[CH:12][N:11]=[C:10]([NH:18][C:19]2[CH:24]=[CH:23][C:22]([CH:25]3[CH2:30][CH2:29][N:28](C(OC(C)(C)C)=O)[CH2:27][CH2:26]3)=[C:21]([F:38])[CH:20]=2)[N:9]=1.C(O)(C(F)(F)F)=O. (4) Given the product [CH2:1]([NH:8][S:9]([CH2:12][C:13]1[CH:14]=[CH:15][C:16]([CH2:17][C:18]2[CH:19]=[CH:20][C:21]([NH:24][C:28]3[NH:32][CH2:31][CH2:30][N:29]=3)=[CH:22][CH:23]=2)=[CH:25][CH:26]=1)(=[O:11])=[O:10])[C:2]1[CH:3]=[CH:4][CH:5]=[CH:6][CH:7]=1, predict the reactants needed to synthesize it. The reactants are: [CH2:1]([NH:8][S:9]([CH2:12][C:13]1[CH:26]=[CH:25][C:16]([CH2:17][C:18]2[CH:23]=[CH:22][C:21]([NH2:24])=[CH:20][CH:19]=2)=[CH:15][CH:14]=1)(=[O:11])=[O:10])[C:2]1[CH:7]=[CH:6][CH:5]=[CH:4][CH:3]=1.Cl[C:28]1[NH:29][CH2:30][CH2:31][N:32]=1.C(=O)([O-])[O-].[K+].[K+]. (5) Given the product [CH:37]([C:34]1[CH:35]=[CH:36][C:31]([C:29](=[O:30])[CH2:28][CH2:27][CH2:26][N:21]2[CH2:22][CH2:23][CH:18]([C:14]3[CH:13]=[C:12]([NH:11][C:9](=[O:10])[CH:8]([CH3:24])[CH3:7])[CH:17]=[CH:16][CH:15]=3)[CH2:19][CH2:20]2)=[CH:32][CH:33]=1)([CH3:39])[CH3:38], predict the reactants needed to synthesize it. The reactants are: C([O-])([O-])=O.[K+].[K+].[CH3:7][CH:8]([CH3:24])[C:9]([NH:11][C:12]1[CH:17]=[CH:16][CH:15]=[C:14]([CH:18]2[CH2:23][CH2:22][NH:21][CH2:20][CH2:19]2)[CH:13]=1)=[O:10].Cl[CH2:26][CH2:27][CH2:28][C:29]([C:31]1[CH:36]=[CH:35][C:34]([CH:37]([CH3:39])[CH3:38])=[CH:33][CH:32]=1)=[O:30].